The task is: Regression. Given a peptide amino acid sequence and an MHC pseudo amino acid sequence, predict their binding affinity value. This is MHC class I binding data.. This data is from Peptide-MHC class I binding affinity with 185,985 pairs from IEDB/IMGT. The peptide sequence is AWMVHRQWFF. The MHC is HLA-B44:02 with pseudo-sequence HLA-B44:02. The binding affinity (normalized) is 0.288.